This data is from Forward reaction prediction with 1.9M reactions from USPTO patents (1976-2016). The task is: Predict the product of the given reaction. (1) Given the reactants C(C1C=N[NH:7][C:8]2[CH:14]=[CH:13][CH:12]=[CH:11][C:9]=2[CH:10]=1)(=O)C.[O-:15][C:16]#[N:17].[Na+].F[C:20](F)(F)[C:21]([OH:23])=O.O.[C:27](#[N:29])[CH3:28], predict the reaction product. The product is: [C:21]([N:29]1[CH2:10][C:9]2[CH:11]=[CH:12][CH:13]=[CH:14][C:8]=2[N:7]([C:16]([NH2:17])=[O:15])[CH2:28][CH2:27]1)(=[O:23])[CH3:20]. (2) The product is: [NH2:35][C:4]1[N:5]=[C:6]([CH3:34])[C:7]([CH2:8][NH:9][C:10]2[N:15]=[CH:14][N:13]=[C:12]3[N:16]([CH2:19][C:20]4[CH:25]=[CH:24][C:23]([CH2:26][N:27]5[CH:32]=[CH:31][CH:30]=[CH:29][C:28]5=[O:33])=[CH:22][CH:21]=4)[N:17]=[CH:18][C:11]=23)=[C:2]([CH3:1])[CH:3]=1. Given the reactants [CH3:1][C:2]1[C:7]([CH2:8][NH:9][C:10]2[N:15]=[CH:14][N:13]=[C:12]3[N:16]([CH2:19][C:20]4[CH:25]=[CH:24][C:23]([CH2:26][N:27]5[CH:32]=[CH:31][CH:30]=[CH:29][C:28]5=[O:33])=[CH:22][CH:21]=4)[N:17]=[CH:18][C:11]=23)=[C:6]([CH3:34])[N:5]=[C:4]([NH:35]C(=O)OC(C)(C)C)[CH:3]=1.C(O)(C(F)(F)F)=O, predict the reaction product. (3) The product is: [Cl:26][C:24]([C:4]1[CH:5]=[CH:6][C:1]([C@H:7]2[CH2:8][CH2:9][C@H:10]([CH2:13][C:14]([O:16][CH2:17][CH3:18])=[O:15])[CH2:11][CH2:12]2)=[CH:2][CH:3]=1)=[O:25]. Given the reactants [C:1]1([C@H:7]2[CH2:12][CH2:11][C@H:10]([CH2:13][C:14]([O:16][CH2:17][CH3:18])=[O:15])[CH2:9][CH2:8]2)[CH:6]=[CH:5][CH:4]=[CH:3][CH:2]=1.[Al+3].[Cl-].[Cl-].[Cl-].C(Cl)(=O)[C:24]([Cl:26])=[O:25].[Cl-].[Ca+2].[Cl-], predict the reaction product. (4) Given the reactants [Br:1][C:2]1[CH:10]=[CH:9][C:5]([C:6]([OH:8])=[O:7])=[C:4]([Cl:11])[CH:3]=1.C(OC(O[C:15]([CH3:18])([CH3:17])[CH3:16])=O)(O[C:15]([CH3:18])([CH3:17])[CH3:16])=O.CCN(CC)CC, predict the reaction product. The product is: [Br:1][C:2]1[CH:10]=[CH:9][C:5]([C:6]([O:8][C:15]([CH3:18])([CH3:17])[CH3:16])=[O:7])=[C:4]([Cl:11])[CH:3]=1.